Dataset: Forward reaction prediction with 1.9M reactions from USPTO patents (1976-2016). Task: Predict the product of the given reaction. (1) Given the reactants [CH:1]([C:3]1[CH:4]=[C:5]([CH:9]=[CH:10][CH:11]=1)[C:6]([OH:8])=[O:7])=O.[CH3:12][NH:13][C:14]1[C:15]([NH2:20])=[CH:16][CH:17]=[CH:18][CH:19]=1, predict the reaction product. The product is: [CH3:12][N:13]1[C:14]2[CH:19]=[CH:18][CH:17]=[CH:16][C:15]=2[N:20]=[C:1]1[C:3]1[CH:4]=[C:5]([CH:9]=[CH:10][CH:11]=1)[C:6]([OH:8])=[O:7]. (2) Given the reactants [CH3:1][NH:2][CH2:3][CH:4]([CH2:10][CH2:11][CH3:12])[CH2:5][CH2:6][CH2:7][CH2:8][CH3:9].[CH:13](O)=[O:14], predict the reaction product. The product is: [CH3:1][N:2]([CH2:3][CH:4]([CH2:10][CH2:11][CH3:12])[CH2:5][CH2:6][CH2:7][CH2:8][CH3:9])[CH:13]=[O:14]. (3) The product is: [CH3:1][C:2]1[N:3]=[C:4]([NH:11][C:12]([N:34]2[CH2:35][CH2:36][N:31]([C:23]3[C:24]([CH3:30])=[C:25]([CH3:29])[CH:26]=[C:27]([CH3:28])[C:22]=3[CH3:21])[CH2:32][CH2:33]2)=[O:20])[C:5]([O:9][CH3:10])=[N:6][C:7]=1[CH3:8]. Given the reactants [CH3:1][C:2]1[N:3]=[C:4]([NH:11][C:12](=[O:20])OC2C=CC=CC=2)[C:5]([O:9][CH3:10])=[N:6][C:7]=1[CH3:8].[CH3:21][C:22]1[C:27]([CH3:28])=[CH:26][C:25]([CH3:29])=[C:24]([CH3:30])[C:23]=1[N:31]1[CH2:36][CH2:35][NH:34][CH2:33][CH2:32]1, predict the reaction product.